Predict the product of the given reaction. From a dataset of Forward reaction prediction with 1.9M reactions from USPTO patents (1976-2016). (1) Given the reactants [CH2:1]([O:8][NH:9][C:10]([C@H:12]1[C@H:17]2[O:18][C:19]([CH3:22])([CH3:21])[O:20][C@@H:16]2[C@@H:15]([OH:23])[CH2:14][N:13]1[S:24]([C:27]1[CH:32]=[CH:31][C:30]([O:33][CH3:34])=[CH:29][CH:28]=1)(=[O:26])=[O:25])=[O:11])[C:2]1[CH:7]=[CH:6][CH:5]=[CH:4][CH:3]=1.[F:35][C:36]([F:49])([F:48])[S:37](O[S:37]([C:36]([F:49])([F:48])[F:35])(=[O:39])=[O:38])(=[O:39])=[O:38].C(OCC)(=O)C, predict the reaction product. The product is: [CH2:1]([O:8][NH:9][C:10]([C@H:12]1[C@H:17]2[O:18][C:19]([CH3:22])([CH3:21])[O:20][C@H:16]2[C@@H:15]([O:23][S:37]([C:36]([F:49])([F:48])[F:35])(=[O:39])=[O:38])[CH2:14][N:13]1[S:24]([C:27]1[CH:28]=[CH:29][C:30]([O:33][CH3:34])=[CH:31][CH:32]=1)(=[O:26])=[O:25])=[O:11])[C:2]1[CH:3]=[CH:4][CH:5]=[CH:6][CH:7]=1. (2) Given the reactants [Cl:1][C:2]1[N:11]=[CH:10][C:9]2[NH:8][C:7](=[O:12])[C:6]3([CH3:17])[CH2:13][O:14][CH2:15][CH2:16][N:5]3[C:4]=2[N:3]=1.Br[CH2:19][CH:20]1[CH2:22][CH2:21]1.C(=O)([O-])[O-].[K+].[K+].CCOC(C)=O, predict the reaction product. The product is: [Cl:1][C:2]1[N:11]=[CH:10][C:9]2[N:8]([CH2:19][CH:20]3[CH2:22][CH2:21]3)[C:7](=[O:12])[C:6]3([CH3:17])[CH2:13][O:14][CH2:15][CH2:16][N:5]3[C:4]=2[N:3]=1.